From a dataset of Full USPTO retrosynthesis dataset with 1.9M reactions from patents (1976-2016). Predict the reactants needed to synthesize the given product. (1) Given the product [CH3:11][C:10]1[C:2]2[NH:1][C:13](=[O:15])[O:5][C:4](=[O:6])[C:3]=2[CH:7]=[CH:8][CH:9]=1, predict the reactants needed to synthesize it. The reactants are: [NH2:1][C:2]1[C:10]([CH3:11])=[CH:9][CH:8]=[CH:7][C:3]=1[C:4]([OH:6])=[O:5].Cl[C:13](Cl)([O:15]C(=O)OC(Cl)(Cl)Cl)Cl. (2) Given the product [Cl:21][C:22]1[CH:27]=[CH:26][C:25]([C:2]2[CH:11]=[N:10][CH:9]=[C:8]3[C:3]=2[CH:4]=[C:5]([C:12]([NH:14][CH2:15][CH2:16][S:17]([CH3:20])(=[O:19])=[O:18])=[O:13])[CH:6]=[N:7]3)=[C:24]([F:31])[CH:23]=1, predict the reactants needed to synthesize it. The reactants are: Br[C:2]1[CH:11]=[N:10][CH:9]=[C:8]2[C:3]=1[CH:4]=[C:5]([C:12]([NH:14][CH2:15][CH2:16][S:17]([CH3:20])(=[O:19])=[O:18])=[O:13])[CH:6]=[N:7]2.[Cl:21][C:22]1[CH:27]=[CH:26][C:25](B(O)O)=[C:24]([F:31])[CH:23]=1.C(=O)([O-])[O-].[Cs+].[Cs+]. (3) Given the product [CH:1]12[CH2:7][CH:4]([CH2:5][CH2:6]1)[CH2:3][CH:2]2[NH:8][C:9]1[N:10]=[CH:11][C:12]([NH:15][C:29]([C:27]2[N:28]=[C:24]([C:18]3[CH:23]=[CH:22][CH:21]=[CH:20][CH:19]=3)[O:25][C:26]=2[C:32]([F:34])([F:35])[F:33])=[O:30])=[CH:13][CH:14]=1, predict the reactants needed to synthesize it. The reactants are: [CH:1]12[CH2:7][CH:4]([CH2:5][CH2:6]1)[CH2:3][CH:2]2[NH:8][C:9]1[CH:14]=[CH:13][C:12]([N+:15]([O-])=O)=[CH:11][N:10]=1.[C:18]1([C:24]2[O:25][C:26]([C:32]([F:35])([F:34])[F:33])=[C:27]([C:29](O)=[O:30])[N:28]=2)[CH:23]=[CH:22][CH:21]=[CH:20][CH:19]=1.CCN(CC)CC.F[P-](F)(F)(F)(F)F.N1(O[P+](N(C)C)(N(C)C)N(C)C)C2C=CC=CC=2N=N1.